Dataset: Peptide-MHC class II binding affinity with 134,281 pairs from IEDB. Task: Regression. Given a peptide amino acid sequence and an MHC pseudo amino acid sequence, predict their binding affinity value. This is MHC class II binding data. (1) The peptide sequence is WHKEGSSIGKLFTQT. The MHC is DRB4_0101 with pseudo-sequence DRB4_0103. The binding affinity (normalized) is 0.458. (2) The peptide sequence is GVKGFTLGRDGHEKP. The MHC is DRB3_0301 with pseudo-sequence DRB3_0301. The binding affinity (normalized) is 0.257.